This data is from Catalyst prediction with 721,799 reactions and 888 catalyst types from USPTO. The task is: Predict which catalyst facilitates the given reaction. (1) Reactant: [O:1]1[C:5]2[CH:6]=[CH:7][C:8]([S:10]([NH:13][C@@H:14]([CH2:29][C:30]3[N:31]=[CH:32][S:33][CH:34]=3)[C:15]([N:17]([CH2:25][CH:26]([CH3:28])[CH3:27])[CH2:18][C:19]3[N:20]=[C:21]([CH3:24])[S:22][CH:23]=3)=[O:16])(=[O:12])=[O:11])=[CH:9][C:4]=2[CH:3]=[CH:2]1.[H-].[Na+].I[CH3:38].O. Product: [CH2:25]([N:17]([CH2:18][C:19]1[N:20]=[C:21]([CH3:24])[S:22][CH:23]=1)[C:15](=[O:16])[C@@H:14]([N:13]([CH3:38])[S:10]([C:8]1[CH:7]=[CH:6][C:5]2[O:1][CH:2]=[CH:3][C:4]=2[CH:9]=1)(=[O:11])=[O:12])[CH2:29][C:30]1[N:31]=[CH:32][S:33][CH:34]=1)[CH:26]([CH3:27])[CH3:28]. The catalyst class is: 3. (2) Reactant: [OH:1][CH2:2][CH2:3][O:4][CH2:5][C:6]1[N:11]=[CH:10][C:9]([CH:12]([CH3:16])[C:13]([O-:15])=[O:14])=[CH:8][CH:7]=1.O1CCCC1.[OH-].[Na+]. Product: [OH:1][CH2:2][CH2:3][O:4][CH2:5][C:6]1[N:11]=[CH:10][C:9]([CH:12]([CH3:16])[C:13]([OH:15])=[O:14])=[CH:8][CH:7]=1. The catalyst class is: 5. (3) Reactant: C(=O)([O-])[O-].[Na+].[Na+].[CH3:7][CH:8]([CH3:19])[O:9][C:10]1[CH:15]=[CH:14][C:13](B(O)O)=[CH:12][CH:11]=1.Br[C:21]1[C:22]([NH2:27])=[N:23][CH:24]=[CH:25][CH:26]=1. Product: [CH3:7][CH:8]([CH3:19])[O:9][C:10]1[CH:15]=[CH:14][C:13]([C:21]2[C:22]([NH2:27])=[N:23][CH:24]=[CH:25][CH:26]=2)=[CH:12][CH:11]=1. The catalyst class is: 108. (4) Reactant: [C:1]1(=[O:7])[O:6][C:4](=[O:5])[CH2:3][CH2:2]1.[Br:8][C:9]1[CH:10]=[C:11]([CH3:15])[CH:12]=[CH:13][CH:14]=1.[Al+3].[Cl-].[Cl-].[Cl-].Cl. Product: [Br:8][C:9]1[CH:14]=[CH:13][C:12]([C:1](=[O:7])[CH2:2][CH2:3][C:4]([OH:6])=[O:5])=[C:11]([CH3:15])[CH:10]=1. The catalyst class is: 2. (5) Reactant: [N+:1]([C:4]1[CH:5]=[CH:6][C:7]([CH:10]([C:16]([O:18][CH2:19][CH3:20])=[O:17])[C:11]([O:13][CH2:14][CH3:15])=[O:12])=[N:8][CH:9]=1)([O-:3])=[O:2].[H-].[Na+].I[CH3:24].O. Product: [CH3:24][C:10]([C:7]1[CH:6]=[CH:5][C:4]([N+:1]([O-:3])=[O:2])=[CH:9][N:8]=1)([C:16]([O:18][CH2:19][CH3:20])=[O:17])[C:11]([O:13][CH2:14][CH3:15])=[O:12]. The catalyst class is: 9.